This data is from Full USPTO retrosynthesis dataset with 1.9M reactions from patents (1976-2016). The task is: Predict the reactants needed to synthesize the given product. (1) Given the product [CH:1]1([NH:5][CH2:19][C:18]2[CH:21]=[CH:22][C:15]([N:12]3[CH2:11][CH2:10][N:9]([C:6](=[O:8])[CH3:7])[CH2:14][CH2:13]3)=[CH:16][C:17]=2[F:23])[CH2:4][CH2:3][CH2:2]1, predict the reactants needed to synthesize it. The reactants are: [CH:1]1([NH2:5])[CH2:4][CH2:3][CH2:2]1.[C:6]([N:9]1[CH2:14][CH2:13][N:12]([C:15]2[CH:22]=[CH:21][C:18]([CH:19]=O)=[C:17]([F:23])[CH:16]=2)[CH2:11][CH2:10]1)(=[O:8])[CH3:7].C(O[BH-](OC(=O)C)OC(=O)C)(=O)C.[Na+].C(O)(=O)C.[OH-].[Na+]. (2) Given the product [Cl:31][CH:30]([O:28][C:26]([NH:12][CH2:11][C:4]1([CH2:7][C:8]([OH:10])=[O:9])[CH2:3][CH2:2][CH2:1][CH2:6][CH2:5]1)=[O:27])[CH2:20][CH2:18][CH3:19], predict the reactants needed to synthesize it. The reactants are: [CH2:1]1[CH2:6][CH2:5][C:4]([CH2:11][NH2:12])([CH2:7][C:8]([OH:10])=[O:9])[CH2:3][CH2:2]1.C(N([CH2:18][CH3:19])CC)C.[CH3:20][Si](Cl)(C)C.Cl[C:26]([O-:28])=[O:27].Cl[CH2:30][Cl:31].